From a dataset of Reaction yield outcomes from USPTO patents with 853,638 reactions. Predict the reaction yield, written as a fraction of the theoretical maximum amount of product (1.0 means a 100% yield; for example, 0.34 means a 34% yield). (1) The reactants are [CH:1]1([NH:7][C:8]([C:10]2[C:15]([OH:16])=[CH:14][C:13](=[O:17])[N:12]([CH2:18][C:19]3[CH:24]=[CH:23][CH:22]=[CH:21][CH:20]=3)[CH:11]=2)=[O:9])[CH2:6][CH2:5][CH2:4][CH2:3][CH2:2]1.OC1C([C:40]([OH:42])=[O:41])=CN(CC2C=CC=CC=2)C(=O)C=1.CN(C(ON1N=NC2C=CC=NC1=2)=[N+](C)C)C.F[P-](F)(F)(F)(F)F.C1(N)CCCCC1.[CH3:74][N:75](C)[CH:76]=[O:77]. The catalyst is C(Cl)Cl. The product is [CH:1]1([NH:7][C:8]([C:10]2[C:15]([OH:16])=[C:14]([C:76]([NH:75][CH2:74][C:40]([OH:42])=[O:41])=[O:77])[C:13](=[O:17])[N:12]([CH2:18][C:19]3[CH:20]=[CH:21][CH:22]=[CH:23][CH:24]=3)[CH:11]=2)=[O:9])[CH2:6][CH2:5][CH2:4][CH2:3][CH2:2]1. The yield is 0.290. (2) The reactants are [C:1]([O:7][C:8]1[C:9]([CH3:18])=[C:10]2[N:15]([CH:16]=1)[N:14]=[CH:13][N:12]=[C:11]2Cl)(=[O:6])[C:2]([CH3:5])([CH3:4])[CH3:3].[F:19][C:20]1[CH:25]=[C:24]([N+:26]([O-:28])=[O:27])[CH:23]=[CH:22][C:21]=1[OH:29].C([O-])([O-])=O.[K+].[K+]. The catalyst is CN(C=O)C. The product is [C:1]([O:7][C:8]1[C:9]([CH3:18])=[C:10]2[N:15]([CH:16]=1)[N:14]=[CH:13][N:12]=[C:11]2[O:29][C:21]1[CH:22]=[CH:23][C:24]([N+:26]([O-:28])=[O:27])=[CH:25][C:20]=1[F:19])(=[O:6])[C:2]([CH3:5])([CH3:4])[CH3:3]. The yield is 0.440. (3) The reactants are CN(C)CCN(C)C.C(=O)=O.C([Li])(CC)C.C1CCCCC1.[Cl:23][C:24]1[CH:25]=[C:26]([CH:30]=[CH:31][C:32]=1[F:33])[C:27]([OH:29])=[O:28].[Cl:34]C(Cl)(Cl)C(Cl)(Cl)Cl. The catalyst is O1CCCC1.O. The product is [Cl:34][C:25]1[C:24]([Cl:23])=[C:32]([F:33])[CH:31]=[CH:30][C:26]=1[C:27]([OH:29])=[O:28]. The yield is 0.700.